From a dataset of Peptide-MHC class I binding affinity with 185,985 pairs from IEDB/IMGT. Regression. Given a peptide amino acid sequence and an MHC pseudo amino acid sequence, predict their binding affinity value. This is MHC class I binding data. (1) The peptide sequence is ILGDTAWDF. The MHC is HLA-B46:01 with pseudo-sequence HLA-B46:01. The binding affinity (normalized) is 0.0847. (2) The peptide sequence is YYADSVKGR. The MHC is HLA-A68:01 with pseudo-sequence HLA-A68:01. The binding affinity (normalized) is 0.478. (3) The peptide sequence is RRYASQTEL. The MHC is HLA-B27:05 with pseudo-sequence HLA-B27:05. The binding affinity (normalized) is 0.544. (4) The peptide sequence is FPNEVGARI. The MHC is HLA-B08:01 with pseudo-sequence HLA-B08:01. The binding affinity (normalized) is 0.259. (5) The peptide sequence is KQWPLSKEK. The MHC is Mamu-B03 with pseudo-sequence Mamu-B03. The binding affinity (normalized) is 0.0880. (6) The peptide sequence is MYMALIAAF. The MHC is HLA-A30:01 with pseudo-sequence HLA-A30:01. The binding affinity (normalized) is 0.533. (7) The peptide sequence is IVFNLPVSK. The MHC is HLA-A11:01 with pseudo-sequence HLA-A11:01. The binding affinity (normalized) is 0.929.